Regression. Given two drug SMILES strings and cell line genomic features, predict the synergy score measuring deviation from expected non-interaction effect. From a dataset of NCI-60 drug combinations with 297,098 pairs across 59 cell lines. (1) Cell line: MCF7. Synergy scores: CSS=19.1, Synergy_ZIP=-6.48, Synergy_Bliss=-1.51, Synergy_Loewe=0.178, Synergy_HSA=0.340. Drug 1: CN(CCCl)CCCl.Cl. Drug 2: C1CN(CCN1C(=O)CCBr)C(=O)CCBr. (2) Drug 1: CCCS(=O)(=O)NC1=C(C(=C(C=C1)F)C(=O)C2=CNC3=C2C=C(C=N3)C4=CC=C(C=C4)Cl)F. Drug 2: C(=O)(N)NO. Cell line: HOP-92. Synergy scores: CSS=-1.99, Synergy_ZIP=-1.22, Synergy_Bliss=-5.38, Synergy_Loewe=-7.43, Synergy_HSA=-7.63. (3) Drug 1: COC1=C(C=C2C(=C1)N=CN=C2NC3=CC(=C(C=C3)F)Cl)OCCCN4CCOCC4. Drug 2: C1=CC=C(C=C1)NC(=O)CCCCCCC(=O)NO. Cell line: SNB-75. Synergy scores: CSS=35.5, Synergy_ZIP=-7.58, Synergy_Bliss=1.97, Synergy_Loewe=4.71, Synergy_HSA=5.66. (4) Drug 1: C1=CC(=CC=C1CCCC(=O)O)N(CCCl)CCCl. Drug 2: C1=NC(=NC(=O)N1C2C(C(C(O2)CO)O)O)N. Cell line: SK-OV-3. Synergy scores: CSS=3.10, Synergy_ZIP=-4.04, Synergy_Bliss=-7.48, Synergy_Loewe=-8.28, Synergy_HSA=-8.22. (5) Drug 2: C1C(C(OC1N2C=NC(=NC2=O)N)CO)O. Synergy scores: CSS=71.1, Synergy_ZIP=8.05, Synergy_Bliss=10.3, Synergy_Loewe=7.13, Synergy_HSA=10.2. Cell line: HL-60(TB). Drug 1: C1CN1C2=NC(=NC(=N2)N3CC3)N4CC4.